From a dataset of Peptide-MHC class I binding affinity with 185,985 pairs from IEDB/IMGT. Regression. Given a peptide amino acid sequence and an MHC pseudo amino acid sequence, predict their binding affinity value. This is MHC class I binding data. (1) The peptide sequence is YTENTSSYY. The MHC is HLA-A02:12 with pseudo-sequence HLA-A02:12. The binding affinity (normalized) is 0.0847. (2) The peptide sequence is EMKTDAATL. The MHC is HLA-B07:02 with pseudo-sequence HLA-B07:02. The binding affinity (normalized) is 0. (3) The peptide sequence is SAVRPDIPAM. The MHC is H-2-Db with pseudo-sequence H-2-Db. The binding affinity (normalized) is 0.561. (4) The peptide sequence is GLKKIIQRV. The MHC is HLA-A02:01 with pseudo-sequence HLA-A02:01. The binding affinity (normalized) is 0.312. (5) The peptide sequence is IARIENEMK. The MHC is HLA-A31:01 with pseudo-sequence HLA-A31:01. The binding affinity (normalized) is 0. (6) The binding affinity (normalized) is 0.0847. The peptide sequence is SIPFGLMSA. The MHC is HLA-B15:17 with pseudo-sequence HLA-B15:17. (7) The peptide sequence is KTTLFHTFK. The MHC is HLA-A02:06 with pseudo-sequence HLA-A02:06. The binding affinity (normalized) is 0. (8) The binding affinity (normalized) is 0. The MHC is HLA-B40:02 with pseudo-sequence HLA-B40:02. The peptide sequence is RYLKDQQLL. (9) The peptide sequence is KTQEPPQVA. The MHC is HLA-B07:02 with pseudo-sequence HLA-B07:02. The binding affinity (normalized) is 0.0847.